This data is from Catalyst prediction with 721,799 reactions and 888 catalyst types from USPTO. The task is: Predict which catalyst facilitates the given reaction. (1) Reactant: [NH2:1][C:2]1[CH:3]=[C:4]([C:10]2[C:18]3[C:17]([NH2:19])=[N:16][CH:15]=[N:14][C:13]=3[N:12]([CH:20]3[CH2:24][CH2:23][CH2:22][CH2:21]3)[CH:11]=2)[CH:5]=[CH:6][C:7]=1[O:8][CH3:9].Cl[C:26]([O:28][CH2:29][C:30]1[CH:35]=[CH:34][CH:33]=[CH:32][CH:31]=1)=[O:27]. Product: [NH2:19][C:17]1[C:18]2[C:10]([C:4]3[CH:5]=[CH:6][C:7]([O:8][CH3:9])=[C:2]([NH:1][C:26](=[O:27])[O:28][CH2:29][C:30]4[CH:35]=[CH:34][CH:33]=[CH:32][CH:31]=4)[CH:3]=3)=[CH:11][N:12]([CH:20]3[CH2:21][CH2:22][CH2:23][CH2:24]3)[C:13]=2[N:14]=[CH:15][N:16]=1. The catalyst class is: 272. (2) Reactant: [OH-].[Na+].C([O:5][C:6](=[O:38])[C:7]1[CH:12]=[CH:11][CH:10]=[C:9]([O:13][C:14]2[CH:15]=[N:16][C:17]([O:20][CH2:21][C:22]3[C:23]([C:30]4[C:35]([Cl:36])=[CH:34][CH:33]=[CH:32][C:31]=4[Cl:37])=[N:24][O:25][C:26]=3[CH:27]([CH3:29])[CH3:28])=[CH:18][CH:19]=2)[CH:8]=1)C. Product: [Cl:36][C:35]1[CH:34]=[CH:33][CH:32]=[C:31]([Cl:37])[C:30]=1[C:23]1[C:22]([CH2:21][O:20][C:17]2[N:16]=[CH:15][C:14]([O:13][C:9]3[CH:8]=[C:7]([CH:12]=[CH:11][CH:10]=3)[C:6]([OH:38])=[O:5])=[CH:19][CH:18]=2)=[C:26]([CH:27]([CH3:29])[CH3:28])[O:25][N:24]=1. The catalyst class is: 97.